This data is from Catalyst prediction with 721,799 reactions and 888 catalyst types from USPTO. The task is: Predict which catalyst facilitates the given reaction. (1) Reactant: Cl.[F:2][C:3]1[CH:11]=[CH:10][C:6]([C:7]([NH2:9])=[NH:8])=[CH:5][CH:4]=1.[Na].[CH2:13]([O:15][C:16](=[O:25])[C:17]([C:22](=O)[CH3:23])=[CH:18]N(C)C)[CH3:14]. Product: [CH2:13]([O:15][C:16]([C:17]1[C:22]([CH3:23])=[N:8][C:7]([C:6]2[CH:10]=[CH:11][C:3]([F:2])=[CH:4][CH:5]=2)=[N:9][CH:18]=1)=[O:25])[CH3:14]. The catalyst class is: 8. (2) Reactant: [CH2:1]([O:3][C:4]([C:6]1[CH:15]=[CH:14][C:13]2[C:8](=[CH:9][CH:10]=[C:11]([OH:16])[CH:12]=2)[N:7]=1)=[O:5])[CH3:2].C1(P(C2C=CC=CC=2)C2C=CC=CC=2)C=CC=CC=1.[CH:36]([N:39]1[CH2:43][CH2:42][CH:41](O)[CH2:40]1)([CH3:38])[CH3:37]. Product: [CH2:1]([O:3][C:4]([C:6]1[CH:15]=[CH:14][C:13]2[C:8](=[CH:9][CH:10]=[C:11]([O:16][CH:41]3[CH2:42][CH2:43][N:39]([CH:36]([CH3:38])[CH3:37])[CH2:40]3)[CH:12]=2)[N:7]=1)=[O:5])[CH3:2]. The catalyst class is: 247. (3) Reactant: [C:1]([O:5][C:6]([C:8]1[CH:9]=[C:10]([C:14]2[C:19]([CH3:20])=[CH:18][CH:17]=[CH:16][N+:15]=2[O-])[CH:11]=[CH:12][CH:13]=1)=[O:7])([CH3:4])(C)C.N1C=CC=[CH:24][CH:23]=1.CS(OS(C)(=O)=O)(=O)=O.C(C[NH2:40])O. Product: [CH2:1]([O:5][C:6](=[O:7])[C:8]1[CH:13]=[CH:12][CH:11]=[C:10]([C:14]2[C:19]([CH3:20])=[CH:18][CH:17]=[C:16]([NH2:40])[N:15]=2)[CH:9]=1)[CH2:4][CH2:23][CH3:24]. The catalyst class is: 47. (4) Reactant: [CH3:1][C:2]([CH3:57])([CH2:10][C:11]([O:13][C@H:14]1[CH2:31][CH2:30][C@@:29]2([CH3:32])[C@@H:16]([CH2:17][CH2:18][C@:19]3([CH3:54])[C@@H:28]2[CH2:27][CH2:26][C@H:25]2[C@@:20]3([CH3:53])[CH2:21][CH2:22][C@@:23]3(/[CH:40]=[CH:41]/[C:42](=[O:52])[NH:43][C@H:44]([C:46]4[CH:51]=[CH:50][CH:49]=[CH:48][N:47]=4)[CH3:45])[CH2:35][C:34](=[O:36])[C:33]([CH:37]([CH3:39])[CH3:38])=[C:24]32)[C:15]1([CH3:56])[CH3:55])=[O:12])[C:3]([O:5]C(C)(C)C)=[O:4].[C:58]([OH:64])([C:60]([F:63])([F:62])[F:61])=[O:59]. Product: [CH:37]([C:33]1[C:34](=[O:36])[CH2:35][C@:23]2(/[CH:40]=[CH:41]/[C:42](=[O:52])[NH:43][C@H:44]([C:46]3[CH:51]=[CH:50][CH:49]=[CH:48][N:47]=3)[CH3:45])[CH2:22][CH2:21][C@:20]3([CH3:53])[C@H:25]([CH2:26][CH2:27][C@H:28]4[C@@:19]3([CH3:54])[CH2:18][CH2:17][C@@H:16]3[C@:29]4([CH3:32])[CH2:30][CH2:31][C@H:14]([O:13][C:11](=[O:12])[CH2:10][C:2]([CH3:1])([CH3:57])[C:3]([OH:5])=[O:4])[C:15]3([CH3:55])[CH3:56])[C:24]=12)([CH3:38])[CH3:39].[F:61][C:60]([F:63])([F:62])[C:58]([OH:64])=[O:59]. The catalyst class is: 4. (5) Reactant: [CH3:1][O:2][C@@H:3]([CH3:7])[C:4]([OH:6])=O.CCN(C(C)C)C(C)C.CN(C(ON1N=NC2C=CC=NC1=2)=[N+](C)C)C.F[P-](F)(F)(F)(F)F.[CH3:41][N:42]1[C:51]2[C:46](=[CH:47][N:48]=[C:49]([CH3:52])[CH:50]=2)[CH:45]=[C:44]([C:53]2[CH:54]=[C:55]([NH:60]/[C:61](/[NH2:64])=[N:62]/O)[CH:56]=[CH:57][C:58]=2[CH3:59])[C:43]1=[O:65]. Product: [CH3:1][O:2][C@H:3]([C:4]1[O:6][N:62]=[C:61]([NH:60][C:55]2[CH:56]=[CH:57][C:58]([CH3:59])=[C:53]([C:44]3[C:43](=[O:65])[N:42]([CH3:41])[C:51]4[C:46]([CH:45]=3)=[CH:47][N:48]=[C:49]([CH3:52])[CH:50]=4)[CH:54]=2)[N:64]=1)[CH3:7]. The catalyst class is: 3. (6) Reactant: [H-].[N+:2]([C:5]1[CH:10]=[CH:9][C:8]([C:11](=[O:20])/[CH:12]=[CH:13]/[C:14]2[CH:19]=[CH:18][N:17]=[CH:16][CH:15]=2)=[CH:7][CH:6]=1)([O-:4])=[O:3]. Product: [N+:2]([C:5]1[CH:10]=[CH:9][C:8]([C:11](=[O:20])[CH2:12][CH2:13][C:14]2[CH:19]=[CH:18][N:17]=[CH:16][CH:15]=2)=[CH:7][CH:6]=1)([O-:4])=[O:3]. The catalyst class is: 257. (7) Reactant: [N:1]1([C:6]2[CH:25]=[CH:24][C:9]([CH2:10][C:11]3[C:12](Cl)=[N:13][C:14]4[C:19]([C:20]=3[Cl:21])=[CH:18][C:17]([Br:22])=[CH:16][CH:15]=4)=[CH:8][CH:7]=2)[CH:5]=[CH:4][CH:3]=[N:2]1.[CH2:26]([NH:28][CH3:29])[CH3:27]. Product: [N:1]1([C:6]2[CH:25]=[CH:24][C:9]([CH2:10][C:11]3[C:12]([N:28]([CH2:26][CH3:27])[CH3:29])=[N:13][C:14]4[C:19]([C:20]=3[Cl:21])=[CH:18][C:17]([Br:22])=[CH:16][CH:15]=4)=[CH:8][CH:7]=2)[CH:5]=[CH:4][CH:3]=[N:2]1. The catalyst class is: 3.